From a dataset of Full USPTO retrosynthesis dataset with 1.9M reactions from patents (1976-2016). Predict the reactants needed to synthesize the given product. (1) The reactants are: B(Br)(Br)Br.[Cl:5][C:6]1[CH:11]=[CH:10][C:9]([CH2:12][C:13]#[N:14])=[CH:8][C:7]=1[O:15]C.O. Given the product [Cl:5][C:6]1[CH:11]=[CH:10][C:9]([CH2:12][C:13]#[N:14])=[CH:8][C:7]=1[OH:15], predict the reactants needed to synthesize it. (2) Given the product [C:23]([O:22][C:20]([NH:19][C@@:13]12[CH2:14][C@@H:15]([CH3:18])[C@@H:16]1[CH2:17][NH:11][CH2:12]2)=[O:21])([CH3:26])([CH3:24])[CH3:25], predict the reactants needed to synthesize it. The reactants are: C(OC([N:11]1[CH2:17][C@@H:16]2[C@@:13]([NH:19][C:20]([O:22][C:23]([CH3:26])([CH3:25])[CH3:24])=[O:21])([CH2:14][C@H:15]2[CH3:18])[CH2:12]1)=O)C1C=CC=CC=1.[H][H]. (3) The reactants are: [CH2:1]([NH2:4])[C:2]#[CH:3].C(N(CC)CC)C.[CH2:12]([C:14]1[CH:19]=[CH:18][C:17]([CH:20]2[CH2:25][N:24]([C:26]([N:28]3[CH2:33][CH2:32][O:31][CH2:30][CH2:29]3)=[O:27])[CH2:23][CH:22]([C:34](Cl)=[O:35])[CH2:21]2)=[CH:16][CH:15]=1)[CH3:13].O. Given the product [CH2:12]([C:14]1[CH:19]=[CH:18][C:17]([CH:20]2[CH2:25][N:24]([C:26]([N:28]3[CH2:33][CH2:32][O:31][CH2:30][CH2:29]3)=[O:27])[CH2:23][CH:22]([C:34]([NH:4][CH2:1][C:2]#[CH:3])=[O:35])[CH2:21]2)=[CH:16][CH:15]=1)[CH3:13], predict the reactants needed to synthesize it. (4) Given the product [Si:19]([O:26][CH:27]1[CH2:28][CH2:29][N:30]([C:2]2[C:3]([Cl:18])=[C:4]([NH:10][C:11](=[O:17])[O:12][C:13]([CH3:16])([CH3:15])[CH3:14])[CH:5]=[C:6]([C:8]#[N:9])[CH:7]=2)[CH2:31][CH2:32]1)([C:22]([CH3:25])([CH3:24])[CH3:23])([CH3:21])[CH3:20], predict the reactants needed to synthesize it. The reactants are: Br[C:2]1[C:3]([Cl:18])=[C:4]([NH:10][C:11](=[O:17])[O:12][C:13]([CH3:16])([CH3:15])[CH3:14])[CH:5]=[C:6]([C:8]#[N:9])[CH:7]=1.[Si:19]([O:26][CH:27]1[CH2:32][CH2:31][NH:30][CH2:29][CH2:28]1)([C:22]([CH3:25])([CH3:24])[CH3:23])([CH3:21])[CH3:20].C(=O)([O-])[O-].[Cs+].[Cs+].C1C=CC(P(C2C(C3C(P(C4C=CC=CC=4)C4C=CC=CC=4)=CC=C4C=3C=CC=C4)=C3C(C=CC=C3)=CC=2)C2C=CC=CC=2)=CC=1. (5) Given the product [N:23]([CH2:12][CH2:13][O:14][C:15]1[CH:20]=[CH:19][C:18]([CH:21]=[O:22])=[CH:17][CH:16]=1)=[N+:24]=[N-:25], predict the reactants needed to synthesize it. The reactants are: CC1C=CC(S(O[CH2:12][CH2:13][O:14][C:15]2[CH:20]=[CH:19][C:18]([CH:21]=[O:22])=[CH:17][CH:16]=2)(=O)=O)=CC=1.[N-:23]=[N+:24]=[N-:25].[Na+]. (6) Given the product [ClH:1].[Cl:1][C:2]1[CH:3]=[CH:4][C:5]([C:8]2[N:9]=[C:10]([N:24]3[CH:28]=[CH:27][N:26]=[C:25]3[CH3:29])[O:11][C:12]=2[CH2:13][CH2:14][CH2:15][O:16][C:17]2[CH:22]=[CH:21][CH:20]=[CH:19][C:18]=2[CH3:23])=[CH:6][CH:7]=1, predict the reactants needed to synthesize it. The reactants are: [Cl:1][C:2]1[CH:7]=[CH:6][C:5]([C:8]2[N:9]=[C:10]([N:24]3[CH:28]=[CH:27][N:26]=[C:25]3[CH3:29])[O:11][C:12]=2[CH2:13][CH2:14][CH2:15][O:16][C:17]2[CH:22]=[CH:21][CH:20]=[CH:19][C:18]=2[CH3:23])=[CH:4][CH:3]=1.Cl. (7) Given the product [NH2:1][C:4]1[CH:5]=[CH:6][C:7]([NH:10][CH2:11][CH2:12][S:13]([NH2:16])(=[O:14])=[O:15])=[CH:8][CH:9]=1, predict the reactants needed to synthesize it. The reactants are: [N+:1]([C:4]1[CH:9]=[CH:8][C:7]([NH:10][CH2:11][CH2:12][S:13]([NH2:16])(=[O:15])=[O:14])=[CH:6][CH:5]=1)([O-])=O.S(S([O-])=O)([O-])=O.[Na+].[Na+]. (8) Given the product [NH2:23][C:17]1[CH:18]=[CH:19][C:20]([CH3:22])=[CH:21][C:16]=1[O:15][C@@H:13]([CH3:14])[C@H:9]([NH:8][C:6]([O:5][C:1]([CH3:3])([CH3:4])[CH3:2])=[O:7])[C:10]([OH:12])=[O:11], predict the reactants needed to synthesize it. The reactants are: [C:1]([O:5][C:6]([NH:8][C@@H:9]([C@@H:13]([O:15][C:16]1[CH:21]=[C:20]([CH3:22])[CH:19]=[CH:18][C:17]=1[N+:23]([O-])=O)[CH3:14])[C:10]([OH:12])=[O:11])=[O:7])([CH3:4])([CH3:3])[CH3:2].